Dataset: Catalyst prediction with 721,799 reactions and 888 catalyst types from USPTO. Task: Predict which catalyst facilitates the given reaction. (1) Reactant: [Cl:1][C:2]1[CH:7]=[C:6]([Cl:8])[N:5]=[C:4](SC)[N:3]=1.Cl[C:12]1C=CC=C(C(OO)=O)C=1.[O-:22][S:23]([O-:26])(=S)=O.[Na+].[Na+].C([O-])(O)=O.[Na+].C(=O)(O)[O-].[Na+]. Product: [Cl:1][C:2]1[CH:7]=[C:6]([Cl:8])[N:5]=[C:4]([S:23]([CH3:12])(=[O:26])=[O:22])[N:3]=1. The catalyst class is: 614. (2) Reactant: [NH2:1][C@H:2]([C:4]1[N:5]([CH:16]2[CH2:18][CH2:17]2)[C:6](=[O:15])[C:7]2[C:12]([CH:13]=1)=[CH:11][CH:10]=[CH:9][C:8]=2[Cl:14])[CH3:3].Cl[C:20]1[N:25]=[CH:24][N:23]=[C:22]([NH2:26])[C:21]=1[C:27]1[N:31]=[C:30]([CH3:32])[O:29][N:28]=1.CCN(C(C)C)C(C)C.CCOC(C)=O. Product: [NH2:26][C:22]1[N:23]=[CH:24][N:25]=[C:20]([NH:1][C@H:2]([C:4]2[N:5]([CH:16]3[CH2:18][CH2:17]3)[C:6](=[O:15])[C:7]3[C:12]([CH:13]=2)=[CH:11][CH:10]=[CH:9][C:8]=3[Cl:14])[CH3:3])[C:21]=1[C:27]1[N:31]=[C:30]([CH3:32])[O:29][N:28]=1. The catalyst class is: 114. (3) Reactant: [CH:1]1(C(O)=O)[CH2:5][CH:4]=[CH:3][CH2:2]1.C1(P(N=[N+]=[N-])(C2C=CC=CC=2)=[O:16])C=CC=CC=1.C([N:28]([CH2:31]C)CC)C.[C:33]([OH:37])([CH3:36])([CH3:35])[CH3:34]. Product: [C:33]([O:37][C:31](=[O:16])[NH:28][CH:1]1[CH2:2][CH:3]=[CH:4][CH2:5]1)([CH3:36])([CH3:35])[CH3:34]. The catalyst class is: 11. (4) Reactant: [S:1]1[CH:5]=[CH:4][CH:3]=[C:2]1[C:6]([NH:8][NH2:9])=O.[N:10]([CH:13]1[CH2:15][CH2:14]1)=[C:11]=[S:12]. Product: [CH:13]1([N:10]2[C:6]([C:2]3[S:1][CH:5]=[CH:4][CH:3]=3)=[N:8][NH:9][C:11]2=[S:12])[CH2:15][CH2:14]1. The catalyst class is: 41. (5) Reactant: [CH2:1]([CH:3]([NH2:6])[CH2:4][CH3:5])[CH3:2].[CH2:7]1[CH2:13][S:10](=[O:12])(=[O:11])[O:9][CH2:8]1. Product: [CH3:2][CH2:1][CH:3]([NH:6][CH2:8][CH2:7][CH2:13][S:10]([OH:12])(=[O:11])=[O:9])[CH2:4][CH3:5]. The catalyst class is: 7. (6) Reactant: [CH2:1]([C:3]([C:13]1[C:21]2[C:16](=[C:17]([NH2:22])[CH:18]=[CH:19][CH:20]=2)[NH:15][CH:14]=1)([C:6]1[CH:11]=[CH:10][C:9]([F:12])=[CH:8][CH:7]=1)[CH2:4][CH3:5])[CH3:2].[CH:23]([S:26](Cl)(=[O:28])=[O:27])([CH3:25])[CH3:24].N1C=CC=CC=1.C(=O)(O)[O-].[Na+]. Product: [CH2:1]([C:3]([C:13]1[C:21]2[C:16](=[C:17]([NH:22][S:26]([CH:23]([CH3:25])[CH3:24])(=[O:28])=[O:27])[CH:18]=[CH:19][CH:20]=2)[NH:15][CH:14]=1)([C:6]1[CH:7]=[CH:8][C:9]([F:12])=[CH:10][CH:11]=1)[CH2:4][CH3:5])[CH3:2]. The catalyst class is: 96. (7) Reactant: F[C:2]1[CH:7]=[C:6]([C:8]2[C:9]([C:17]3[CH:22]=[CH:21][C:20]([F:23])=[CH:19][CH:18]=3)=[N:10][N:11]3[CH:16]=[CH:15][CH:14]=[CH:13][C:12]=23)[CH:5]=[C:4]([F:24])[N:3]=1.[CH2:25]([NH2:32])[C:26]1[CH:31]=[CH:30][CH:29]=[CH:28][CH:27]=1. Product: [CH2:25]([NH:32][C:2]1[CH:7]=[C:6]([C:8]2[C:9]([C:17]3[CH:18]=[CH:19][C:20]([F:23])=[CH:21][CH:22]=3)=[N:10][N:11]3[CH:16]=[CH:15][CH:14]=[CH:13][C:12]=23)[CH:5]=[C:4]([F:24])[N:3]=1)[C:26]1[CH:31]=[CH:30][CH:29]=[CH:28][CH:27]=1. The catalyst class is: 13.